From a dataset of Reaction yield outcomes from USPTO patents with 853,638 reactions. Predict the reaction yield, written as a fraction of the theoretical maximum amount of product (1.0 means a 100% yield; for example, 0.34 means a 34% yield). (1) The reactants are [CH3:1][O:2][C:3]1[CH:11]=[C:10]2[C:6]([CH2:7][N:8]([C:13]3[CH:21]=[C:20]4[C:16]([CH:17]=[CH:18][N:19]4[CH2:22][C:23]#[N:24])=[CH:15][CH:14]=3)[C:9]2=[O:12])=[CH:5][CH:4]=1. The catalyst is O1CCCC1. The product is [NH2:24][CH2:23][CH2:22][N:19]1[C:20]2[C:16](=[CH:15][CH:14]=[C:13]([N:8]3[CH2:7][C:6]4[C:10](=[CH:11][C:3]([O:2][CH3:1])=[CH:4][CH:5]=4)[C:9]3=[O:12])[CH:21]=2)[CH:17]=[CH:18]1. The yield is 0.450. (2) The reactants are [NH2:1][C:2]1[S:3][CH:4]=[CH:5][C:6]=1[C:7]([O:9]C)=O.[CH:11]([NH2:13])=O. The catalyst is O. The product is [N:1]1[C:2]2[S:3][CH:4]=[CH:5][C:6]=2[C:7](=[O:9])[NH:13][CH:11]=1. The yield is 0.230. (3) The reactants are [C:1](=[O:4])([O-])[O-:2].[Cs+].[Cs+].[Cl:7][C:8]1[CH:9]=[C:10]([CH3:18])[C:11]2O[C:14](=O)[NH:13][C:12]=2[CH:17]=1.CI. The catalyst is CN(C=O)C. The product is [Cl:7][C:8]1[CH:9]=[C:10]([CH3:18])[C:11]2[O:2][C:1](=[O:4])[N:13]([CH3:14])[C:12]=2[CH:17]=1. The yield is 1.00. (4) The product is [Cl:17][C:15]1[CH:16]=[C:11]([N:3]2[CH2:4][CH2:5][CH2:6][C:2]2([CH3:7])[CH3:1])[C:12]2[N:13]([CH:18]=[CH:19][N:20]=2)[N:14]=1. The catalyst is CN(C=O)C. The yield is 0.220. The reactants are [CH3:1][C:2]1([CH3:7])[CH2:6][CH2:5][CH2:4][NH:3]1.[H-].[Na+].Br[C:11]1[C:12]2[N:13]([CH:18]=[CH:19][N:20]=2)[N:14]=[C:15]([Cl:17])[CH:16]=1. (5) The reactants are C[O:2][C:3](=[O:36])[CH:4]([CH2:24][CH:25]=[CH:26][CH2:27][P:28]([O:33][CH2:34][CH3:35])([O:30][CH2:31][CH3:32])=[O:29])[CH2:5][C:6]([CH3:23])=[CH:7][CH2:8][C:9]1[C:10]([OH:22])=[C:11]2[C:15](=[C:16]([CH3:20])[C:17]=1[O:18][CH3:19])[CH2:14][O:13][C:12]2=[O:21].[OH-].[Li+]. The catalyst is C1COCC1.O. The product is [CH2:31]([O:30][P:28]([CH2:27][CH:26]=[CH:25][CH2:24][CH:4]([CH2:5][C:6]([CH3:23])=[CH:7][CH2:8][C:9]1[C:10]([OH:22])=[C:11]2[C:15](=[C:16]([CH3:20])[C:17]=1[O:18][CH3:19])[CH2:14][O:13][C:12]2=[O:21])[C:3]([OH:36])=[O:2])([O:33][CH2:34][CH3:35])=[O:29])[CH3:32]. The yield is 1.00. (6) The reactants are [CH3:1][O:2][C:3]1[CH:10]=[CH:9][C:8]([C:11]2[C:19]3[C:14](=[N:15][CH:16]=[CH:17][CH:18]=3)[N:13](S(C3C=CC(C)=CC=3)(=O)=O)[CH:12]=2)=[CH:7][C:4]=1[C:5]#[N:6].[OH-].[Na+].O. The catalyst is O1CCOCC1. The product is [CH3:1][O:2][C:3]1[CH:10]=[CH:9][C:8]([C:11]2[C:19]3[C:14](=[N:15][CH:16]=[CH:17][CH:18]=3)[NH:13][CH:12]=2)=[CH:7][C:4]=1[C:5]#[N:6]. The yield is 0.450.